This data is from CYP2D6 inhibition data for predicting drug metabolism from PubChem BioAssay. The task is: Regression/Classification. Given a drug SMILES string, predict its absorption, distribution, metabolism, or excretion properties. Task type varies by dataset: regression for continuous measurements (e.g., permeability, clearance, half-life) or binary classification for categorical outcomes (e.g., BBB penetration, CYP inhibition). Dataset: cyp2d6_veith. (1) The drug is O=C(c1ccco1)N1CCC2(CC1)CN(c1ccc(-c3ccccc3)cc1)C2. The result is 0 (non-inhibitor). (2) The compound is CCNC(=O)NC1(C(=O)Nc2ccc3c(c2)OCCO3)CCCCC1. The result is 0 (non-inhibitor). (3) The compound is CC(C)CCNC(=O)Cc1ccccc1[N+](=O)[O-]. The result is 0 (non-inhibitor). (4) The molecule is COc1cc2c(cc1OC)CN(CC(=O)Nc1ccc3c(c1)OCO3)CC2. The result is 1 (inhibitor). (5) The drug is CCC(=O)Nc1cccc(NC(=O)CSc2nnnn2Cc2ccccc2)c1. The result is 0 (non-inhibitor). (6) The compound is Cc1ccc2nc(SCc3ccc([N+](=O)[O-])cc3)[nH]c2c1. The result is 1 (inhibitor). (7) The compound is COc1ccc2c(C=Nc3c(C)n(C)n(-c4ccccc4)c3=O)c(O)n(Cc3ccco3)c(=O)c2c1. The result is 0 (non-inhibitor). (8) The molecule is COc1ncc2ncc(=O)n(Cc3cccs3)c2n1. The result is 0 (non-inhibitor).